From a dataset of Full USPTO retrosynthesis dataset with 1.9M reactions from patents (1976-2016). Predict the reactants needed to synthesize the given product. (1) Given the product [F:32][C:29]1[CH:30]=[CH:31][C:26]([C:25]([N:22]2[CH2:23][CH2:24][C:19]([CH2:18][N:15]3[C:16](=[O:17])[C:11]4[CH:10]=[N:9][N:8]([C:5]5[CH:6]=[CH:7][C:2]([N:40]6[CH2:39][CH2:38][N:37]7[CH2:41][CH2:42][CH2:43][CH2:44][C@@H:36]7[CH2:35]6)=[CH:3][CH:4]=5)[C:12]=4[N:13]=[CH:14]3)([OH:34])[CH2:20][CH2:21]2)=[O:33])=[CH:27][CH:28]=1, predict the reactants needed to synthesize it. The reactants are: Br[C:2]1[CH:7]=[CH:6][C:5]([N:8]2[C:12]3[N:13]=[CH:14][N:15]([CH2:18][C:19]4([OH:34])[CH2:24][CH2:23][N:22]([C:25](=[O:33])[C:26]5[CH:31]=[CH:30][C:29]([F:32])=[CH:28][CH:27]=5)[CH2:21][CH2:20]4)[C:16](=[O:17])[C:11]=3[CH:10]=[N:9]2)=[CH:4][CH:3]=1.[CH2:35]1[NH:40][CH2:39][CH2:38][N:37]2[CH2:41][CH2:42][CH2:43][CH2:44][C@H:36]12. (2) The reactants are: [N:1]1[C:10]2[C:5](=[CH:6][C:7]([NH:11][C:12]3[C:21]4[C:16](=[C:17](B5OC(C)(C)C(C)(C)O5)[CH:18]=[CH:19][CH:20]=4)[CH:15]=[CH:14][N:13]=3)=[CH:8][CH:9]=2)[CH:4]=[CH:3][CH:2]=1.Br[C:32]1[CH:33]=[CH:34][C:35]([Cl:39])=[C:36]([OH:38])[CH:37]=1. Given the product [Cl:39][C:35]1[CH:34]=[CH:33][C:32]([C:17]2[CH:18]=[CH:19][CH:20]=[C:21]3[C:16]=2[CH:15]=[CH:14][N:13]=[C:12]3[NH:11][C:7]2[CH:6]=[C:5]3[C:10](=[CH:9][CH:8]=2)[N:1]=[CH:2][CH:3]=[CH:4]3)=[CH:37][C:36]=1[OH:38], predict the reactants needed to synthesize it. (3) Given the product [Cl:34][C:35]1[CH:36]=[C:37]([CH2:38][CH2:7][CH:6]([CH3:27])[CH2:5][C:2]([OH:4])=[O:3])[CH:40]=[CH:41][CH:42]=1, predict the reactants needed to synthesize it. The reactants are: [Br-].[C:2]([CH2:5][CH:6]([CH3:27])[CH2:7][P+](C1C=CC=CC=1)(C1C=CC=CC=1)C1C=CC=CC=1)([OH:4])=[O:3].CC([O-])(C)C.[K+].[Cl:34][C:35]1[CH:36]=[C:37]([CH:40]=[CH:41][CH:42]=1)[CH:38]=O. (4) Given the product [CH3:1][C:2]1[CH:10]=[C:9]([CH3:11])[C:8]([C:12]2[NH:16][C:15]([CH:17]3[CH2:20][O:19][CH2:18]3)=[N:14][C:13]=2[CH3:21])=[CH:7][C:3]=1[C:4]([N:43]1[CH2:42][C:41]([C:45]2[CH:46]=[CH:47][C:48]([C:49]#[N:50])=[CH:51][CH:52]=2)([F:40])[CH2:44]1)=[O:6], predict the reactants needed to synthesize it. The reactants are: [CH3:1][C:2]1[CH:10]=[C:9]([CH3:11])[C:8]([C:12]2[NH:16][C:15]([CH:17]3[CH2:20][O:19][CH2:18]3)=[N:14][C:13]=2[CH3:21])=[CH:7][C:3]=1[C:4]([OH:6])=O.CC1NC(C2C=C(C=CC=2C)C(O)=O)=C(C)N=1.Cl.[F:40][C:41]1([C:45]2[CH:52]=[CH:51][C:48]([C:49]#[N:50])=[CH:47][CH:46]=2)[CH2:44][NH:43][CH2:42]1.Cl.N1CC(C2C=CC(C#N)=CC=2)C1. (5) Given the product [ClH:20].[CH2:2]([O:9][C:10]1[CH:19]=[C:18]2[C:13]([C:14]([NH:28][C:27]3[CH:29]=[CH:30][C:24]([Cl:23])=[CH:25][C:26]=3[F:31])=[N:15][CH:16]=[N:17]2)=[CH:12][C:11]=1[O:21][CH3:22])[C:3]1[CH:8]=[CH:7][CH:6]=[CH:5][CH:4]=1, predict the reactants needed to synthesize it. The reactants are: Cl.[CH2:2]([O:9][C:10]1[CH:19]=[C:18]2[C:13]([C:14]([Cl:20])=[N:15][CH:16]=[N:17]2)=[CH:12][C:11]=1[O:21][CH3:22])[C:3]1[CH:8]=[CH:7][CH:6]=[CH:5][CH:4]=1.[Cl:23][C:24]1[CH:30]=[CH:29][C:27]([NH2:28])=[C:26]([F:31])[CH:25]=1.